Dataset: Forward reaction prediction with 1.9M reactions from USPTO patents (1976-2016). Task: Predict the product of the given reaction. (1) The product is: [C:1]([O:5][CH2:26][CH2:17][O:18][C:19]1[CH:24]=[CH:23][C:22]([O:25][C:6]2[CH:7]=[CH:8][CH:9]=[CH:10][CH:11]=2)=[CH:21][CH:20]=1)(=[O:4])[CH:2]=[CH2:3]. Given the reactants [C:1]([OH:5])(=[O:4])[CH:2]=[CH2:3].[C:6]1(C)[CH:11]=[CH:10][C:9](S(O)(=O)=O)=[CH:8][CH:7]=1.[CH3:17][O:18][C:19]1[CH:24]=[CH:23][C:22]([OH:25])=[CH:21][CH:20]=1.[C:26]1(C)C=CC=CC=1, predict the reaction product. (2) Given the reactants Cl.[N:2]12[CH2:9][CH2:8][CH:5]([CH2:6][CH2:7]1)[CH:4]([C:10]([OH:12])=[O:11])[CH2:3]2.C(Cl)CCl.C1C=CC2N(O)N=NC=2C=1.[Cl:27][C:28]1[CH:33]=[CH:32][CH:31]=[CH:30][C:29]=1[CH:34]([C:36]1[CH:41]=[CH:40][C:39]([Cl:42])=[CH:38][CH:37]=1)O.C(N(CC)CC)C, predict the reaction product. The product is: [N:2]12[CH2:9][CH2:8][CH:5]([CH2:6][CH2:7]1)[CH:4]([C:10]([O:12][CH:34]([C:29]1[CH:30]=[CH:31][CH:32]=[CH:33][C:28]=1[Cl:27])[C:36]1[CH:37]=[CH:38][C:39]([Cl:42])=[CH:40][CH:41]=1)=[O:11])[CH2:3]2. (3) Given the reactants [NH2:1][C:2]1[N:7]=[C:6](Cl)[N:5]=[C:4]([C:9]([F:12])([CH3:11])[CH3:10])[N:3]=1.C(=O)([O-])[O-].[K+].[K+].[C:19]1([O:25][CH2:26][C@H:27]([NH2:32])[CH:28]2[CH2:31][CH2:30][CH2:29]2)[CH:24]=[CH:23][CH:22]=[CH:21][CH:20]=1, predict the reaction product. The product is: [NH2:1][C:2]1[N:3]=[C:4]([C:9]([F:12])([CH3:11])[CH3:10])[N:5]=[C:6]([NH:32][C@H:27]([CH:28]2[CH2:31][CH2:30][CH2:29]2)[CH2:26][O:25][C:19]2[CH:20]=[CH:21][CH:22]=[CH:23][CH:24]=2)[N:7]=1. (4) Given the reactants [Cl:1][C:2]1[CH:7]=[CH:6][C:5]([N:8]2[C:12](=[O:13])[CH2:11][C:10]([CH3:14])=[N:9]2)=[CH:4][CH:3]=1.I[CH2:16][CH3:17], predict the reaction product. The product is: [Cl:1][C:2]1[CH:3]=[CH:4][C:5]([N:8]2[C:12](=[O:13])[CH:11]=[C:10]([CH3:14])[N:9]2[CH2:16][CH3:17])=[CH:6][CH:7]=1. (5) Given the reactants [CH3:1][O:2][C:3]1[CH:4]=[C:5]2[C:10](=[CH:11][C:12]=1[O:13][CH3:14])[N:9]=[CH:8][N:7]=[C:6]2[O:15][C:16]1[CH:17]=[C:18]([CH:20]=[CH:21][CH:22]=1)[NH2:19].[C:23]([C:27]1[CH:31]=[C:30]([NH:32][C:33](=O)[O-:34])[N:29]([C:36]2[CH:41]=[CH:40][N:39]=[C:38]([CH3:42])[CH:37]=2)[N:28]=1)([CH3:26])([CH3:25])[CH3:24], predict the reaction product. The product is: [C:23]([C:27]1[CH:31]=[C:30]([NH:32][C:33]([NH:19][C:18]2[CH:20]=[CH:21][CH:22]=[C:16]([O:15][C:6]3[C:5]4[C:10](=[CH:11][C:12]([O:13][CH3:14])=[C:3]([O:2][CH3:1])[CH:4]=4)[N:9]=[CH:8][N:7]=3)[CH:17]=2)=[O:34])[N:29]([C:36]2[CH:41]=[CH:40][N:39]=[C:38]([CH3:42])[CH:37]=2)[N:28]=1)([CH3:26])([CH3:25])[CH3:24]. (6) Given the reactants Cl[C:2]1[C:7]([C:8]([OH:10])=[O:9])=[C:6]([F:11])[C:5]([NH:12][S:13]([CH2:16][CH2:17][CH3:18])(=[O:15])=[O:14])=[CH:4][CH:3]=1.[H][H], predict the reaction product. The product is: [F:11][C:6]1[C:5]([NH:12][S:13]([CH2:16][CH2:17][CH3:18])(=[O:15])=[O:14])=[CH:4][CH:3]=[CH:2][C:7]=1[C:8]([OH:10])=[O:9].